From a dataset of NCI-60 drug combinations with 297,098 pairs across 59 cell lines. Regression. Given two drug SMILES strings and cell line genomic features, predict the synergy score measuring deviation from expected non-interaction effect. (1) Drug 1: C1=NC2=C(N=C(N=C2N1C3C(C(C(O3)CO)O)O)F)N. Drug 2: CC1C(C(CC(O1)OC2CC(OC(C2O)C)OC3=CC4=CC5=C(C(=O)C(C(C5)C(C(=O)C(C(C)O)O)OC)OC6CC(C(C(O6)C)O)OC7CC(C(C(O7)C)O)OC8CC(C(C(O8)C)O)(C)O)C(=C4C(=C3C)O)O)O)O. Cell line: IGROV1. Synergy scores: CSS=27.9, Synergy_ZIP=0.483, Synergy_Bliss=0.830, Synergy_Loewe=-17.3, Synergy_HSA=-0.0225. (2) Drug 1: CC1OCC2C(O1)C(C(C(O2)OC3C4COC(=O)C4C(C5=CC6=C(C=C35)OCO6)C7=CC(=C(C(=C7)OC)O)OC)O)O. Drug 2: C(CC(=O)O)C(=O)CN.Cl. Cell line: COLO 205. Synergy scores: CSS=59.1, Synergy_ZIP=-4.40, Synergy_Bliss=-5.40, Synergy_Loewe=-7.81, Synergy_HSA=-0.266. (3) Drug 1: COC1=C(C=C2C(=C1)N=CN=C2NC3=CC(=C(C=C3)F)Cl)OCCCN4CCOCC4. Drug 2: CC1CCC2CC(C(=CC=CC=CC(CC(C(=O)C(C(C(=CC(C(=O)CC(OC(=O)C3CCCCN3C(=O)C(=O)C1(O2)O)C(C)CC4CCC(C(C4)OC)OCCO)C)C)O)OC)C)C)C)OC. Cell line: IGROV1. Synergy scores: CSS=60.0, Synergy_ZIP=0.376, Synergy_Bliss=-0.0801, Synergy_Loewe=8.29, Synergy_HSA=9.34. (4) Drug 1: CN1C(=O)N2C=NC(=C2N=N1)C(=O)N. Drug 2: CC1CCCC2(C(O2)CC(NC(=O)CC(C(C(=O)C(C1O)C)(C)C)O)C(=CC3=CSC(=N3)C)C)C. Cell line: MDA-MB-231. Synergy scores: CSS=40.0, Synergy_ZIP=3.49, Synergy_Bliss=4.75, Synergy_Loewe=-21.8, Synergy_HSA=3.40. (5) Drug 1: CC(C1=C(C=CC(=C1Cl)F)Cl)OC2=C(N=CC(=C2)C3=CN(N=C3)C4CCNCC4)N. Drug 2: CC1=CC=C(C=C1)C2=CC(=NN2C3=CC=C(C=C3)S(=O)(=O)N)C(F)(F)F. Cell line: NCIH23. Synergy scores: CSS=21.7, Synergy_ZIP=-3.42, Synergy_Bliss=3.06, Synergy_Loewe=4.14, Synergy_HSA=4.50. (6) Drug 1: CC1=CC=C(C=C1)C2=CC(=NN2C3=CC=C(C=C3)S(=O)(=O)N)C(F)(F)F. Drug 2: CC1CCC2CC(C(=CC=CC=CC(CC(C(=O)C(C(C(=CC(C(=O)CC(OC(=O)C3CCCCN3C(=O)C(=O)C1(O2)O)C(C)CC4CCC(C(C4)OC)O)C)C)O)OC)C)C)C)OC. Cell line: HOP-62. Synergy scores: CSS=27.0, Synergy_ZIP=-5.30, Synergy_Bliss=7.80, Synergy_Loewe=-13.3, Synergy_HSA=3.73.